Predict the reaction yield, written as a fraction of the theoretical maximum amount of product (1.0 means a 100% yield; for example, 0.34 means a 34% yield). From a dataset of Reaction yield outcomes from USPTO patents with 853,638 reactions. (1) The reactants are [CH3:1][O:2][C:3]([C:5]1[CH:6]=[C:7]2[CH:13]=[CH:12][N:11]([Si](C(C)C)(C(C)C)C(C)C)[C:8]2=[N:9][CH:10]=1)=[O:4].[F-].C([N+](CCCC)(CCCC)CCCC)CCC. The catalyst is O1CCCC1. The product is [CH3:1][O:2][C:3]([C:5]1[CH:6]=[C:7]2[CH:13]=[CH:12][NH:11][C:8]2=[N:9][CH:10]=1)=[O:4]. The yield is 0.600. (2) The reactants are [Cl:1][C:2]1[CH:7]=[CH:6][C:5]([N:8]=[C:9]=[O:10])=[CH:4][C:3]=1[C:11]([F:14])([F:13])[F:12].[CH3:15][NH:16][C:17]([C:19]1[CH:24]=[C:23]([O:25][C:26]2[CH:32]=[CH:31][C:29]([NH2:30])=[CH:28][CH:27]=2)[CH:22]=[CH:21][N:20]=1)=[O:18]. The catalyst is C(Cl)Cl. The product is [Cl:1][C:2]1[CH:7]=[CH:6][C:5]([NH:8][C:9]([NH:30][C:29]2[CH:28]=[CH:27][C:26]([O:25][C:23]3[CH:22]=[CH:21][N:20]=[C:19]([C:17](=[O:18])[NH:16][CH3:15])[CH:24]=3)=[CH:32][CH:31]=2)=[O:10])=[CH:4][C:3]=1[C:11]([F:12])([F:13])[F:14]. The yield is 0.930.